This data is from Peptide-MHC class I binding affinity with 185,985 pairs from IEDB/IMGT. The task is: Regression. Given a peptide amino acid sequence and an MHC pseudo amino acid sequence, predict their binding affinity value. This is MHC class I binding data. (1) The peptide sequence is DQAMTQMYK. The MHC is HLA-A11:01 with pseudo-sequence HLA-A11:01. The binding affinity (normalized) is 0.375. (2) The peptide sequence is EQKGIQAWW. The MHC is HLA-A03:01 with pseudo-sequence HLA-A03:01. The binding affinity (normalized) is 0.0847.